Dataset: Reaction yield outcomes from USPTO patents with 853,638 reactions. Task: Predict the reaction yield, written as a fraction of the theoretical maximum amount of product (1.0 means a 100% yield; for example, 0.34 means a 34% yield). (1) The reactants are ClC1C=CC(CC2CC3N(CC(N)C)C(CC3)C2)=CC=1.C[O:22][C:23]1[CH:24]=[C:25]([N:33]=[C:34]=[O:35])[CH:26]=[C:27](OC)[C:28]=1OC. The catalyst is C(Cl)Cl. The product is [OH:22][CH:23]1[CH2:24][CH:25]2[CH2:26][CH2:27][CH:28]1[C:34](=[O:35])[NH:33]2. The yield is 0.550. (2) The reactants are [CH3:1][O:2][C:3](=[O:32])[C:4]1[CH:9]=[CH:8][C:7]([CH2:10][N:11]2[CH:15]=[C:14]([C:16]3[CH:21]=[CH:20][C:19]([Cl:22])=[CH:18][C:17]=3[Cl:23])[N:13]=[C:12]2[CH2:24][C:25]2[CH:30]=[CH:29][C:28](Br)=[CH:27][CH:26]=2)=[CH:6][CH:5]=1.[F:33][C:34]([F:46])([F:45])[O:35][C:36]1[CH:37]=[C:38](B(O)O)[CH:39]=[CH:40][CH:41]=1. No catalyst specified. The product is [CH3:1][O:2][C:3](=[O:32])[C:4]1[CH:9]=[CH:8][C:7]([CH2:10][N:11]2[CH:15]=[C:14]([C:16]3[CH:21]=[CH:20][C:19]([Cl:22])=[CH:18][C:17]=3[Cl:23])[N:13]=[C:12]2[CH2:24][C:25]2[CH:30]=[CH:29][C:28]([C:38]3[CH:39]=[CH:40][CH:41]=[C:36]([O:35][C:34]([F:33])([F:45])[F:46])[CH:37]=3)=[CH:27][CH:26]=2)=[CH:6][CH:5]=1. The yield is 0.720. (3) The reactants are [C:1]([O:4][CH2:5][C:6]1[N:7]([C:14]2[CH:19]=[CH:18][CH:17]=[C:16]([C:20]([NH2:22])=[O:21])[CH:15]=2)[C:8](=[O:13])[CH:9]=[C:10]([OH:12])[CH:11]=1)(=[O:3])[CH3:2].C([O-])([O-])=O.[K+].[K+].[F:29][C:30]1[CH:37]=[C:36]([F:38])[CH:35]=[CH:34][C:31]=1[CH2:32]Br. The catalyst is CN(C)C=O. The product is [C:1]([O:4][CH2:5][C:6]1[N:7]([C:14]2[CH:19]=[CH:18][CH:17]=[C:16]([C:20]([NH2:22])=[O:21])[CH:15]=2)[C:8](=[O:13])[CH:9]=[C:10]([O:12][CH2:32][C:31]2[CH:34]=[CH:35][C:36]([F:38])=[CH:37][C:30]=2[F:29])[CH:11]=1)(=[O:3])[CH3:2]. The yield is 0.320. (4) The reactants are [Cl-].O[NH3+:3].[C:4](=[O:7])([O-])[OH:5].[Na+].CS(C)=O.[CH3:13][C:14]1[N:51]=[C:17]2[N:18]([C:41]3[CH:46]=[CH:45][C:44]([O:47][CH:48]([CH3:50])[CH3:49])=[CH:43][CH:42]=3)[C:19](=[O:40])[C:20]([CH2:25][C:26]3[CH:31]=[CH:30][C:29]([C:32]4[C:33]([C:38]#[N:39])=[CH:34][CH:35]=[CH:36][CH:37]=4)=[CH:28][CH:27]=3)=[C:21]([CH2:22][CH2:23][CH3:24])[N:16]2[N:15]=1. The catalyst is C(OCC)(=O)C. The product is [CH3:13][C:14]1[N:51]=[C:17]2[N:18]([C:41]3[CH:46]=[CH:45][C:44]([O:47][CH:48]([CH3:50])[CH3:49])=[CH:43][CH:42]=3)[C:19](=[O:40])[C:20]([CH2:25][C:26]3[CH:27]=[CH:28][C:29]([C:32]4[CH:37]=[CH:36][CH:35]=[CH:34][C:33]=4[C:38]4[NH:3][C:4](=[O:7])[O:5][N:39]=4)=[CH:30][CH:31]=3)=[C:21]([CH2:22][CH2:23][CH3:24])[N:16]2[N:15]=1. The yield is 0.530. (5) The reactants are [C:1]1([C:7]([C:15]2[CH:20]=[CH:19][CH:18]=[CH:17][CH:16]=2)([CH:9]2[CH2:14][CH2:13][NH:12][CH2:11][CH2:10]2)O)[CH:6]=[CH:5][CH:4]=[CH:3][CH:2]=1.C(O)(C(F)(F)F)=O. No catalyst specified. The product is [C:1]1([C:7]([C:15]2[CH:20]=[CH:19][CH:18]=[CH:17][CH:16]=2)=[C:9]2[CH2:10][CH2:11][NH:12][CH2:13][CH2:14]2)[CH:2]=[CH:3][CH:4]=[CH:5][CH:6]=1. The yield is 0.620. (6) The reactants are C(OC([N:8]1[CH2:12][CH2:11][CH2:10][C@H:9]1[C@@H:13]([OH:31])[C@H:14]([C:24]1[CH:29]=[CH:28][CH:27]=[C:26]([F:30])[CH:25]=1)[N:15]1[C:23]2[C:18](=[CH:19][CH:20]=[CH:21][CH:22]=2)[CH:17]=[CH:16]1)=O)(C)(C)C.Cl. The catalyst is CO. The product is [F:30][C:26]1[CH:25]=[C:24]([C@H:14]([N:15]2[C:23]3[C:18](=[CH:19][CH:20]=[CH:21][CH:22]=3)[CH:17]=[CH:16]2)[C@@H:13]([C@@H:9]2[CH2:10][CH2:11][CH2:12][NH:8]2)[OH:31])[CH:29]=[CH:28][CH:27]=1. The yield is 0.500. (7) The reactants are [C:1]1([CH3:16])[CH:6]=[CH:5][C:4]([C:7]2[C:11]([C:12]([O:14]C)=[O:13])=[CH:10][O:9][N:8]=2)=[CH:3][CH:2]=1.[OH-].[Li+].Cl. The catalyst is C1COCC1. The product is [C:1]1([CH3:16])[CH:2]=[CH:3][C:4]([C:7]2[C:11]([C:12]([OH:14])=[O:13])=[CH:10][O:9][N:8]=2)=[CH:5][CH:6]=1. The yield is 1.00. (8) The reactants are Cl.[C:2]([N:5]1[CH2:10][CH2:9][N:8]([CH2:11][C:12]([OH:14])=O)[CH2:7][CH2:6]1)(=[O:4])[CH3:3].[NH2:15][C@@H:16]([CH2:34][O:35][CH2:36][C:37]1[CH:42]=[CH:41][CH:40]=[CH:39][CH:38]=1)[C:17]([NH:19][C:20]1[CH:25]=[CH:24][C:23]([O:26][C:27]2[CH:32]=[CH:31][C:30]([F:33])=[CH:29][CH:28]=2)=[CH:22][CH:21]=1)=[O:18]. The yield is 0.328. No catalyst specified. The product is [C:2]([N:5]1[CH2:6][CH2:7][N:8]([CH2:11][C:12]([NH:15][C@@H:16]([CH2:34][O:35][CH2:36][C:37]2[CH:38]=[CH:39][CH:40]=[CH:41][CH:42]=2)[C:17]([NH:19][C:20]2[CH:21]=[CH:22][C:23]([O:26][C:27]3[CH:32]=[CH:31][C:30]([F:33])=[CH:29][CH:28]=3)=[CH:24][CH:25]=2)=[O:18])=[O:14])[CH2:9][CH2:10]1)(=[O:4])[CH3:3]. (9) The reactants are C[O:2][C:3]([C:5]1[CH:20]=[CH:19][C:8]2[N:9]([CH2:13][O:14][CH2:15][CH2:16][O:17][CH3:18])[C:10]([Cl:12])=[N:11][C:7]=2[CH:6]=1)=O.C1(NC(C2C=CC3NC(N4C=C(C(O)=O)C=N4)=NC=3C=2)=O)C=CC=CC=1.[H-].[Al+3].[Li+].[H-].[H-].[H-].Cl. The catalyst is O.C1COCC1. The product is [Cl:12][C:10]1[N:9]([CH2:13][O:14][CH2:15][CH2:16][O:17][CH3:18])[C:8]2[CH:19]=[CH:20][C:5]([CH2:3][OH:2])=[CH:6][C:7]=2[N:11]=1. The yield is 0.780. (10) The reactants are [CH3:1][C:2]1[S:3][C:4]([CH:8]=[CH:9][N+:10]([O-])=O)=[CH:5][C:6]=1[CH3:7].[H-].[Al+3].[Li+].[H-].[H-].[H-]. No catalyst specified. The product is [CH3:7][C:6]1[CH:5]=[C:4]([CH2:8][CH2:9][NH2:10])[S:3][C:2]=1[CH3:1]. The yield is 0.550.